This data is from Forward reaction prediction with 1.9M reactions from USPTO patents (1976-2016). The task is: Predict the product of the given reaction. (1) Given the reactants [N:1]([CH2:4][CH2:5][CH2:6][N:7]1[CH:11]=[C:10]([C:12]([O:14][CH2:15][CH3:16])=[O:13])[CH:9]=[C:8]1[C:17]([O:19]CC)=O)=[N+]=[N-].C(=O)([O-])[O-].[K+].[K+], predict the reaction product. The product is: [O:19]=[C:17]1[NH:1][CH2:4][CH2:5][CH2:6][N:7]2[CH:11]=[C:10]([C:12]([O:14][CH2:15][CH3:16])=[O:13])[CH:9]=[C:8]12. (2) Given the reactants [CH:1]1([C:4]2[CH:25]=[CH:24][C:7]3[N:8](COC)[C:9]([CH2:11][N:12](C)[C:13](=O)OC(C)(C)C)=[N:10][C:6]=3[CH:5]=2)[CH2:3][CH2:2]1.C1(C2C=CC3N=C(CN(C)C(=O)OC(C)(C)C)N(COC)C=3C=2)CC1.[ClH:51].O1CCOCC1, predict the reaction product. The product is: [ClH:51].[ClH:51].[CH:1]1([C:4]2[CH:25]=[CH:24][C:7]3[NH:8][C:9]([CH2:11][NH:12][CH3:13])=[N:10][C:6]=3[CH:5]=2)[CH2:2][CH2:3]1. (3) Given the reactants [Cl:1][C:2]1[CH:3]=[C:4]2[C:12](=[C:13]([Cl:15])[CH:14]=1)[NH:11][C:10]1[C:9]([C:21]([F:24])([F:23])[F:22])([O:16][Si](C)(C)C)[C:8]([F:26])([F:25])[CH2:7][CH2:6][C:5]2=1.[OH-].[K+], predict the reaction product. The product is: [Cl:1][C:2]1[CH:3]=[C:4]2[C:12](=[C:13]([Cl:15])[CH:14]=1)[NH:11][C:10]1[C:9]([C:21]([F:22])([F:23])[F:24])([OH:16])[C:8]([F:25])([F:26])[CH2:7][CH2:6][C:5]2=1. (4) Given the reactants Br[C:2]1[C:3]([O:9][CH3:10])=[N:4][C:5]([Cl:8])=[CH:6][CH:7]=1.[N:11]1([C:17]([O:19][C:20]([CH3:23])([CH3:22])[CH3:21])=[O:18])[CH2:16][CH2:15][NH:14][CH2:13][CH2:12]1.CC(C)([O-])C.[Na+].CC1(C)C2C(=C(P(C3C=CC=CC=3)C3C=CC=CC=3)C=CC=2)OC2C(P(C3C=CC=CC=3)C3C=CC=CC=3)=CC=CC1=2, predict the reaction product. The product is: [Cl:8][C:5]1[N:4]=[C:3]([O:9][CH3:10])[C:2]([N:14]2[CH2:13][CH2:12][N:11]([C:17]([O:19][C:20]([CH3:23])([CH3:22])[CH3:21])=[O:18])[CH2:16][CH2:15]2)=[CH:7][CH:6]=1.